This data is from Catalyst prediction with 721,799 reactions and 888 catalyst types from USPTO. The task is: Predict which catalyst facilitates the given reaction. (1) Reactant: [C:1]([C:5]1[CH:10]=[CH:9][C:8]([C:11]#[C:12][C:13]2[CH:18]=[CH:17][N:16]=[CH:15][C:14]=2N)=[CH:7][CH:6]=1)([CH3:4])([CH3:3])[CH3:2].[CH3:20][S:21]SC.N(OC(C)(C)C)=O. Product: [C:1]([C:5]1[CH:10]=[CH:9][C:8]([C:11]#[C:12][C:13]2[CH:18]=[CH:17][N:16]=[CH:15][C:14]=2[S:21][CH3:20])=[CH:7][CH:6]=1)([CH3:4])([CH3:3])[CH3:2]. The catalyst class is: 22. (2) Reactant: [OH:1][CH2:2][CH:3]([NH:5][C:6]([C:8]1[CH:13]=[CH:12][C:11]([C:14]2[CH:19]=[CH:18][C:17]([CH2:20][C@H:21]([NH:36][C:37]([C@H:39]3[CH2:44][CH2:43][C@H:42]([CH2:45][NH:46]C(=O)OC(C)(C)C)[CH2:41][CH2:40]3)=[O:38])[C:22](=[O:35])[NH:23][C:24]3[CH:29]=[CH:28][C:27]([C:30]4[NH:34][N:33]=[N:32][N:31]=4)=[CH:26][CH:25]=3)=[CH:16][CH:15]=2)=[C:10]([CH3:54])[CH:9]=1)=[O:7])[CH3:4].[ClH:55]. Product: [ClH:55].[NH2:46][CH2:45][C@H:42]1[CH2:41][CH2:40][C@H:39]([C:37]([NH:36][C@H:21]([C:22](=[O:35])[NH:23][C:24]2[CH:25]=[CH:26][C:27]([C:30]3[NH:34][N:33]=[N:32][N:31]=3)=[CH:28][CH:29]=2)[CH2:20][C:17]2[CH:16]=[CH:15][C:14]([C:11]3[CH:12]=[CH:13][C:8]([C:6]([NH:5][CH:3]([CH3:4])[CH2:2][OH:1])=[O:7])=[CH:9][C:10]=3[CH3:54])=[CH:19][CH:18]=2)=[O:38])[CH2:44][CH2:43]1. The catalyst class is: 269. (3) Reactant: C([O:8][C:9]1[C:14]([N+:15]([O-:17])=[O:16])=[C:13]([C:18]2[CH:23]=[CH:22][C:21]([Cl:24])=[CH:20][C:19]=2[Cl:25])[CH:12]=[CH:11][N:10]=1)C1C=CC=CC=1. Product: [Cl:25][C:19]1[CH:20]=[C:21]([Cl:24])[CH:22]=[CH:23][C:18]=1[C:13]1[CH:12]=[CH:11][NH:10][C:9](=[O:8])[C:14]=1[N+:15]([O-:17])=[O:16]. The catalyst class is: 67.